Dataset: NCI-60 drug combinations with 297,098 pairs across 59 cell lines. Task: Regression. Given two drug SMILES strings and cell line genomic features, predict the synergy score measuring deviation from expected non-interaction effect. Drug 1: CNC(=O)C1=NC=CC(=C1)OC2=CC=C(C=C2)NC(=O)NC3=CC(=C(C=C3)Cl)C(F)(F)F. Drug 2: CC1=C(C(=O)C2=C(C1=O)N3CC4C(C3(C2COC(=O)N)OC)N4)N. Cell line: SF-539. Synergy scores: CSS=49.4, Synergy_ZIP=1.94, Synergy_Bliss=-1.28, Synergy_Loewe=-1.84, Synergy_HSA=1.27.